From a dataset of Forward reaction prediction with 1.9M reactions from USPTO patents (1976-2016). Predict the product of the given reaction. (1) Given the reactants [CH3:1][CH2:2][CH2:3][CH2:4][CH2:5][CH2:6][CH2:7][CH2:8][CH2:9][CH2:10][CH2:11][CH2:12]OS([O-])(=O)=O.[Na+], predict the reaction product. The product is: [CH3:1][CH2:2][CH2:3][CH2:4][CH2:5][CH2:6][CH2:7][CH2:8][CH2:9][CH2:10][CH2:11][CH2:12][CH2:1][CH2:2][CH2:3][CH3:4]. (2) Given the reactants BrBr.Br[CH2:4][C:5]([O:7][CH2:8][CH3:9])=[O:6].[Br:10][C:11]1[CH:12]=[C:13]2[C:23](=[CH:24][CH:25]=1)[O:22][C:16]1[CH:17]=[N:18][C:19]([Cl:21])=[CH:20][C:15]=1[C:14]2=[O:26].C1COCC1, predict the reaction product. The product is: [Br:10][C:11]1[CH:12]=[C:13]2[C:23](=[CH:24][CH:25]=1)[O:22][C:16]1[CH:17]=[N:18][C:19]([Cl:21])=[CH:20][C:15]=1[C:14]2([CH2:4][C:5]([O:7][CH2:8][CH3:9])=[O:6])[OH:26]. (3) Given the reactants [Cl:1][C:2]1[CH:10]=[CH:9][CH:8]=[C:7]2[C:3]=1[CH2:4][CH2:5][C:6]2=O.[BH4-].[Na+], predict the reaction product. The product is: [Cl:1][C:2]1[CH:10]=[CH:9][CH:8]=[C:7]2[C:3]=1[CH2:4][CH:5]=[CH:6]2. (4) Given the reactants [F:1][C:2]1[CH:3]=[C:4]([C:9]2[N:13]=[C:12]([NH2:14])[S:11][N:10]=2)[CH:5]=[CH:6][C:7]=1[F:8].[I:15][C:16]1[CH:24]=[CH:23][C:19]([C:20](Cl)=[O:21])=[CH:18][CH:17]=1.CN(C1C=CC=CN=1)C, predict the reaction product. The product is: [F:1][C:2]1[CH:3]=[C:4]([C:9]2[N:13]=[C:12]([NH:14][C:20](=[O:21])[C:19]3[CH:23]=[CH:24][C:16]([I:15])=[CH:17][CH:18]=3)[S:11][N:10]=2)[CH:5]=[CH:6][C:7]=1[F:8]. (5) Given the reactants [CH2:1]([C:3]1[C:8](=[O:9])[NH:7][C:6]([CH3:10])=[C:5]([C:11]2[CH:16]=[CH:15][CH:14]=[C:13]([CH:17]=O)[N:12]=2)[CH:4]=1)[CH3:2].[NH:19]1[CH2:23][CH2:22][CH2:21][CH2:20]1, predict the reaction product. The product is: [CH2:1]([C:3]1[C:8](=[O:9])[NH:7][C:6]([CH3:10])=[C:5]([C:11]2[CH:16]=[CH:15][CH:14]=[C:13]([CH2:17][N:19]3[CH2:23][CH2:22][CH2:21][CH2:20]3)[N:12]=2)[CH:4]=1)[CH3:2].